This data is from Catalyst prediction with 721,799 reactions and 888 catalyst types from USPTO. The task is: Predict which catalyst facilitates the given reaction. (1) Reactant: [C:1]([PH:5][C:6]([CH3:9])([CH3:8])[CH3:7])([CH3:4])([CH3:3])[CH3:2].[Cl:10][CH2:11][C:12]([CH2:14]Cl)=[CH2:13]. Product: [C:1]([P:5]([C:6]([CH3:9])([CH3:8])[CH3:7])[CH2:14][C:12]([CH2:11][Cl:10])=[CH2:13])([CH3:4])([CH3:3])[CH3:2]. The catalyst class is: 10. (2) Reactant: [Cl:1][C:2]1[C:3]([F:31])=[C:4]([CH:8]2[C:12]([C:15]3[CH:20]=[CH:19][C:18]([Cl:21])=[CH:17][C:16]=3[F:22])([C:13]#[N:14])[CH:11]([CH2:23][C:24]([CH3:27])([CH3:26])[CH3:25])[NH:10][CH:9]2[C:28]([OH:30])=O)[CH:5]=[CH:6][CH:7]=1.[C:32]([O:36][C:37]([N:39]1[CH2:44][CH2:43][C:42]([CH2:46][N:47]2[CH:51]=[CH:50][C:49]([NH2:52])=[N:48]2)([OH:45])[CH2:41][CH2:40]1)=[O:38])([CH3:35])([CH3:34])[CH3:33].CN(C(ON1N=NC2C=CC=NC1=2)=[N+](C)C)C.F[P-](F)(F)(F)(F)F.CCN(C(C)C)C(C)C. The catalyst class is: 2. Product: [C:32]([O:36][C:37]([N:39]1[CH2:40][CH2:41][C:42]([CH2:46][N:47]2[CH:51]=[CH:50][C:49]([NH:52][C:28]([C@H:9]3[C@H:8]([C:4]4[CH:5]=[CH:6][CH:7]=[C:2]([Cl:1])[C:3]=4[F:31])[C@:12]([C:15]4[CH:20]=[CH:19][C:18]([Cl:21])=[CH:17][C:16]=4[F:22])([C:13]#[N:14])[C@H:11]([CH2:23][C:24]([CH3:26])([CH3:25])[CH3:27])[NH:10]3)=[O:30])=[N:48]2)([OH:45])[CH2:43][CH2:44]1)=[O:38])([CH3:35])([CH3:33])[CH3:34]. (3) Reactant: [CH3:1][C:2]1([CH3:9])[CH2:7][CH2:6][C:5](=[O:8])[CH:4]=[CH:3]1.[H][H]. Product: [CH3:1][C:2]1([CH3:9])[CH2:7][CH2:6][C:5](=[O:8])[CH2:4][CH2:3]1. The catalyst class is: 45. (4) Reactant: [NH2:1][C:2]1[N:7]=[C:6](Cl)[C:5]([C:9]#[N:10])=[C:4]([C:11]2[CH:16]=[CH:15][CH:14]=[C:13]([O:17][CH3:18])[CH:12]=2)[N:3]=1.[SH:19][CH2:20][C:21]([NH2:23])=[O:22].C([O-])([O-])=O.[Na+].[Na+].CC[O-].[Na+]. Product: [NH2:1][C:2]1[N:3]=[C:4]([C:11]2[CH:16]=[CH:15][CH:14]=[C:13]([O:17][CH3:18])[CH:12]=2)[C:5]2[C:9]([NH2:10])=[C:20]([C:21]([NH2:23])=[O:22])[S:19][C:6]=2[N:7]=1. The catalyst class is: 40.